From a dataset of NCI-60 drug combinations with 297,098 pairs across 59 cell lines. Regression. Given two drug SMILES strings and cell line genomic features, predict the synergy score measuring deviation from expected non-interaction effect. Drug 1: C1=CN(C(=O)N=C1N)C2C(C(C(O2)CO)O)O.Cl. Drug 2: CC1C(C(CC(O1)OC2CC(OC(C2O)C)OC3=CC4=CC5=C(C(=O)C(C(C5)C(C(=O)C(C(C)O)O)OC)OC6CC(C(C(O6)C)O)OC7CC(C(C(O7)C)O)OC8CC(C(C(O8)C)O)(C)O)C(=C4C(=C3C)O)O)O)O. Cell line: HOP-62. Synergy scores: CSS=66.6, Synergy_ZIP=-2.13, Synergy_Bliss=-4.42, Synergy_Loewe=-5.59, Synergy_HSA=-3.90.